The task is: Predict the reaction yield, written as a fraction of the theoretical maximum amount of product (1.0 means a 100% yield; for example, 0.34 means a 34% yield).. This data is from Reaction yield outcomes from USPTO patents with 853,638 reactions. (1) The reactants are [F:1][C:2]1[CH:3]=[C:4]([C:8]2([NH:14][C:15]3[N:20]=[CH:19][C:18]([C:21](OCC)=[O:22])=[CH:17][N:16]=3)[CH2:13][CH2:12][CH2:11][CH2:10][CH2:9]2)[CH:5]=[CH:6][CH:7]=1.[NH2:26][OH:27].[OH-].[Na+]. The catalyst is CO.C(Cl)Cl.O.CO. The product is [F:1][C:2]1[CH:3]=[C:4]([C:8]2([NH:14][C:15]3[N:16]=[CH:17][C:18]([C:21]([NH:26][OH:27])=[O:22])=[CH:19][N:20]=3)[CH2:9][CH2:10][CH2:11][CH2:12][CH2:13]2)[CH:5]=[CH:6][CH:7]=1. The yield is 0.730. (2) The reactants are N1(CCNC(=O)/C=C/C2C=CC=CC=2F)C2C=CC=CC=2N=C1.[C:24](/[C:26](=[CH:30]\[C:31]1[CH:36]=[CH:35][C:34]([F:37])=[CH:33][CH:32]=1)/[C:27]([OH:29])=[O:28])#[N:25].O[N:39]1[C:44](=[O:45])[CH2:43][CH2:42][C:40]1=[O:41].CCN=C=NCCCN(C)C.Cl. The catalyst is C(Cl)Cl. The product is [C:24](/[C:26](=[CH:30]\[C:31]1[CH:32]=[CH:33][C:34]([F:37])=[CH:35][CH:36]=1)/[C:27]([O:29][N:39]1[C:44](=[O:45])[CH2:43][CH2:42][C:40]1=[O:41])=[O:28])#[N:25]. The yield is 0.420. (3) The reactants are C([O:8][C:9]1[CH:31]=[CH:30][C:29]([C:32]2[N:33]=[C:34]([CH3:37])[S:35][CH:36]=2)=[CH:28][C:10]=1[C:11]([NH:13][C:14]1[CH:19]=[C:18]([C:20]([F:23])([F:22])[F:21])[CH:17]=[C:16]([C:24]([F:27])([F:26])[F:25])[CH:15]=1)=[O:12])C1C=CC=CC=1. The catalyst is C(O)C.[Pd]. The product is [F:27][C:24]([F:25])([F:26])[C:16]1[CH:15]=[C:14]([NH:13][C:11](=[O:12])[C:10]2[CH:28]=[C:29]([C:32]3[N:33]=[C:34]([CH3:37])[S:35][CH:36]=3)[CH:30]=[CH:31][C:9]=2[OH:8])[CH:19]=[C:18]([C:20]([F:21])([F:22])[F:23])[CH:17]=1. The yield is 0.792.